This data is from NCI-60 drug combinations with 297,098 pairs across 59 cell lines. The task is: Regression. Given two drug SMILES strings and cell line genomic features, predict the synergy score measuring deviation from expected non-interaction effect. (1) Drug 1: COC1=C(C=C2C(=C1)N=CN=C2NC3=CC(=C(C=C3)F)Cl)OCCCN4CCOCC4. Drug 2: C1C(C(OC1N2C=NC3=C2NC=NCC3O)CO)O. Cell line: SF-268. Synergy scores: CSS=8.24, Synergy_ZIP=-3.37, Synergy_Bliss=-1.04, Synergy_Loewe=-7.83, Synergy_HSA=-1.13. (2) Drug 1: CC(C1=C(C=CC(=C1Cl)F)Cl)OC2=C(N=CC(=C2)C3=CN(N=C3)C4CCNCC4)N. Drug 2: CC1=C2C(C(=O)C3(C(CC4C(C3C(C(C2(C)C)(CC1OC(=O)C(C(C5=CC=CC=C5)NC(=O)OC(C)(C)C)O)O)OC(=O)C6=CC=CC=C6)(CO4)OC(=O)C)O)C)O. Cell line: SK-OV-3. Synergy scores: CSS=30.3, Synergy_ZIP=-1.81, Synergy_Bliss=-1.99, Synergy_Loewe=-26.7, Synergy_HSA=-1.42. (3) Drug 1: CC1C(C(=O)NC(C(=O)N2CCCC2C(=O)N(CC(=O)N(C(C(=O)O1)C(C)C)C)C)C(C)C)NC(=O)C3=C4C(=C(C=C3)C)OC5=C(C(=O)C(=C(C5=N4)C(=O)NC6C(OC(=O)C(N(C(=O)CN(C(=O)C7CCCN7C(=O)C(NC6=O)C(C)C)C)C)C(C)C)C)N)C. Drug 2: CC1CCCC2(C(O2)CC(NC(=O)CC(C(C(=O)C(C1O)C)(C)C)O)C(=CC3=CSC(=N3)C)C)C. Cell line: ACHN. Synergy scores: CSS=45.1, Synergy_ZIP=-5.49, Synergy_Bliss=-5.73, Synergy_Loewe=-2.32, Synergy_HSA=-0.129. (4) Drug 1: C1=NC2=C(N=C(N=C2N1C3C(C(C(O3)CO)O)F)Cl)N. Drug 2: CC1CCCC2(C(O2)CC(NC(=O)CC(C(C(=O)C(C1O)C)(C)C)O)C(=CC3=CSC(=N3)C)C)C. Cell line: NCIH23. Synergy scores: CSS=48.6, Synergy_ZIP=-5.77, Synergy_Bliss=-5.54, Synergy_Loewe=-5.77, Synergy_HSA=-1.58.